Predict the product of the given reaction. From a dataset of Forward reaction prediction with 1.9M reactions from USPTO patents (1976-2016). (1) The product is: [Br:16][C:13]([C:10]1[CH:9]=[CH:8][C:7]([C:5](=[O:6])[CH2:4][CH2:3][CH2:2][Cl:1])=[CH:12][CH:11]=1)([CH3:15])[CH3:14]. Given the reactants [Cl:1][CH2:2][CH2:3][CH2:4][C:5]([C:7]1[CH:12]=[CH:11][C:10]([CH:13]([CH3:15])[CH3:14])=[CH:9][CH:8]=1)=[O:6].[Br:16]([O-])(=O)=O.[Na+].[Br-].[Na+], predict the reaction product. (2) Given the reactants Cl[CH2:2][S:3]([NH:6][C:7]1[C:28]([OH:29])=[CH:27][C:10]2[C@H:11]([NH:18][CH2:19][CH2:20][C:21]3[CH:26]=[CH:25][CH:24]=[CH:23][CH:22]=3)[C@@H:12]([OH:17])[C:13]([CH3:16])([CH3:15])[O:14][C:9]=2[CH:8]=1)(=[O:5])=[O:4].[OH-].[Na+].[Cl-].[NH4+], predict the reaction product. The product is: [CH3:15][C:13]1([CH3:16])[CH:12]([OH:17])[CH:11]([NH:18][CH2:19][CH2:20][C:21]2[CH:26]=[CH:25][CH:24]=[CH:23][CH:22]=2)[C:10]2[C:9](=[CH:8][C:7]3[NH:6][S:3](=[O:5])(=[O:4])[CH2:2][O:29][C:28]=3[CH:27]=2)[O:14]1. (3) Given the reactants [CH3:1][O:2][C:3]([C:5]1([F:24])[C@H:11]([CH3:12])[CH2:10][N:9](C(OC(C)(C)C)=O)[C:8]2[CH:20]=[CH:21][CH:22]=[CH:23][C:7]=2[CH2:6]1)=[O:4].FC(F)(F)C(O)=O.[OH-].[Na+], predict the reaction product. The product is: [CH3:1][O:2][C:3]([C:5]1([F:24])[C@H:11]([CH3:12])[CH2:10][NH:9][C:8]2[CH:20]=[CH:21][CH:22]=[CH:23][C:7]=2[CH2:6]1)=[O:4]. (4) Given the reactants [Cl:1][C:2]1[C:7]([F:8])=[CH:6][CH:5]=[CH:4][N:3]=1.C([N-]C(C)C)(C)C.[Li+].[C:17]1([S:23][S:23][C:17]2[CH:22]=[CH:21][CH:20]=[CH:19][CH:18]=2)[CH:22]=[CH:21][CH:20]=[CH:19][CH:18]=1.C(OCC)(=O)C, predict the reaction product. The product is: [Cl:1][C:2]1[C:7]([F:8])=[C:6]([S:23][C:17]2[CH:22]=[CH:21][CH:20]=[CH:19][CH:18]=2)[CH:5]=[CH:4][N:3]=1.